From a dataset of NCI-60 drug combinations with 297,098 pairs across 59 cell lines. Regression. Given two drug SMILES strings and cell line genomic features, predict the synergy score measuring deviation from expected non-interaction effect. (1) Drug 1: C1C(C(OC1N2C=NC3=C(N=C(N=C32)Cl)N)CO)O. Drug 2: C1=CC=C(C(=C1)C(C2=CC=C(C=C2)Cl)C(Cl)Cl)Cl. Cell line: A498. Synergy scores: CSS=8.59, Synergy_ZIP=-0.523, Synergy_Bliss=2.57, Synergy_Loewe=-8.61, Synergy_HSA=0.698. (2) Drug 1: CN1C2=C(C=C(C=C2)N(CCCl)CCCl)N=C1CCCC(=O)O.Cl. Drug 2: COC1=NC(=NC2=C1N=CN2C3C(C(C(O3)CO)O)O)N. Cell line: HT29. Synergy scores: CSS=27.5, Synergy_ZIP=-3.43, Synergy_Bliss=-6.79, Synergy_Loewe=-31.7, Synergy_HSA=-8.12. (3) Drug 1: COC1=C(C=C2C(=C1)N=CN=C2NC3=CC(=C(C=C3)F)Cl)OCCCN4CCOCC4. Drug 2: C1=CC(=CC=C1CCC2=CNC3=C2C(=O)NC(=N3)N)C(=O)NC(CCC(=O)O)C(=O)O. Cell line: HOP-92. Synergy scores: CSS=18.9, Synergy_ZIP=-6.92, Synergy_Bliss=-4.63, Synergy_Loewe=-1.89, Synergy_HSA=-0.728. (4) Drug 1: CC(CN1CC(=O)NC(=O)C1)N2CC(=O)NC(=O)C2. Drug 2: CCCCCOC(=O)NC1=NC(=O)N(C=C1F)C2C(C(C(O2)C)O)O. Cell line: OVCAR-8. Synergy scores: CSS=21.4, Synergy_ZIP=-0.857, Synergy_Bliss=1.04, Synergy_Loewe=-9.86, Synergy_HSA=0.781. (5) Drug 1: C1=CC(=CC=C1CCC2=CNC3=C2C(=O)NC(=N3)N)C(=O)NC(CCC(=O)O)C(=O)O. Drug 2: C1CC(C1)(C(=O)O)C(=O)O.[NH2-].[NH2-].[Pt+2]. Cell line: SK-OV-3. Synergy scores: CSS=18.9, Synergy_ZIP=-10.6, Synergy_Bliss=-15.9, Synergy_Loewe=-20.7, Synergy_HSA=-12.2. (6) Drug 1: CCC1=C2CN3C(=CC4=C(C3=O)COC(=O)C4(CC)O)C2=NC5=C1C=C(C=C5)O. Drug 2: COCCOC1=C(C=C2C(=C1)C(=NC=N2)NC3=CC=CC(=C3)C#C)OCCOC.Cl. Cell line: NCI-H460. Synergy scores: CSS=59.5, Synergy_ZIP=12.6, Synergy_Bliss=12.7, Synergy_Loewe=-24.9, Synergy_HSA=10.7. (7) Drug 1: CC1OCC2C(O1)C(C(C(O2)OC3C4COC(=O)C4C(C5=CC6=C(C=C35)OCO6)C7=CC(=C(C(=C7)OC)O)OC)O)O. Drug 2: CC(C)NC(=O)C1=CC=C(C=C1)CNNC.Cl. Cell line: M14. Synergy scores: CSS=11.2, Synergy_ZIP=-3.70, Synergy_Bliss=1.99, Synergy_Loewe=-16.3, Synergy_HSA=-2.33. (8) Drug 1: C1=CC(=CC=C1CCCC(=O)O)N(CCCl)CCCl. Drug 2: CC1C(C(=O)NC(C(=O)N2CCCC2C(=O)N(CC(=O)N(C(C(=O)O1)C(C)C)C)C)C(C)C)NC(=O)C3=C4C(=C(C=C3)C)OC5=C(C(=O)C(=C(C5=N4)C(=O)NC6C(OC(=O)C(N(C(=O)CN(C(=O)C7CCCN7C(=O)C(NC6=O)C(C)C)C)C)C(C)C)C)N)C. Cell line: RPMI-8226. Synergy scores: CSS=60.8, Synergy_ZIP=22.6, Synergy_Bliss=22.0, Synergy_Loewe=21.8, Synergy_HSA=21.8. (9) Drug 1: C1=CC(=C2C(=C1NCCNCCO)C(=O)C3=C(C=CC(=C3C2=O)O)O)NCCNCCO. Drug 2: CS(=O)(=O)CCNCC1=CC=C(O1)C2=CC3=C(C=C2)N=CN=C3NC4=CC(=C(C=C4)OCC5=CC(=CC=C5)F)Cl. Cell line: SK-MEL-28. Synergy scores: CSS=39.5, Synergy_ZIP=-0.345, Synergy_Bliss=4.96, Synergy_Loewe=-25.1, Synergy_HSA=2.87.